This data is from Merck oncology drug combination screen with 23,052 pairs across 39 cell lines. The task is: Regression. Given two drug SMILES strings and cell line genomic features, predict the synergy score measuring deviation from expected non-interaction effect. Drug 1: CC(C)CC(NC(=O)C(Cc1ccccc1)NC(=O)c1cnccn1)B(O)O. Drug 2: Cn1cc(-c2cnn3c(N)c(Br)c(C4CCCNC4)nc23)cn1. Cell line: NCIH2122. Synergy scores: synergy=-44.5.